Predict the reaction yield, written as a fraction of the theoretical maximum amount of product (1.0 means a 100% yield; for example, 0.34 means a 34% yield). From a dataset of Reaction yield outcomes from USPTO patents with 853,638 reactions. (1) The catalyst is ClCCl. The yield is 0.570. The product is [CH2:32]([O:1][C@H:2]1[CH2:26][CH2:25][C@@:24]2([CH3:27])[C@@H:4]([C:5](=[O:29])[O:6][C:7]3[C@H:8]4[C@:20]([CH3:28])([CH2:21][CH2:22][C:23]=32)[C@@H:11]([C@H:12]([CH3:19])[CH2:13][CH2:14][CH2:15][CH:16]([CH3:18])[CH3:17])[CH2:10][CH2:9]4)[CH2:3]1)[CH:31]=[CH2:30]. The reactants are [OH:1][C@H:2]1[CH2:26][CH2:25][C@@:24]2([CH3:27])[C@@H:4]([C:5](=[O:29])[O:6][C:7]3[C@H:8]4[C@:20]([CH3:28])([CH2:21][CH2:22][C:23]=32)[C@@H:11]([C@H:12]([CH3:19])[CH2:13][CH2:14][CH2:15][CH:16]([CH3:18])[CH3:17])[CH2:10][CH2:9]4)[CH2:3]1.[CH2:30]=[CH:31][CH2:32]OC(C(Cl)(Cl)Cl)=N.C(=O)(O)[O-].[Na+]. (2) The reactants are [C:1]1([CH:7]2[N:21]3[C:22]4[C:14]([C:15]5[C:16]([O:23][CH2:24][CH2:25][CH2:26][CH2:27]Cl)=[CH:17][CH:18]=[CH:19][C:20]=53)=[CH:13][CH:12]=[CH:11][C:10]=4[O:9][CH2:8]2)[CH:6]=[CH:5][CH:4]=[CH:3][CH:2]=1.C(=O)([O-])[O-].[K+].[K+].[CH2:35]([NH:37][CH2:38][CH3:39])[CH3:36].[I-].[Na+]. The catalyst is CN(C=O)C. The product is [CH2:35]([N:37]([CH2:38][CH3:39])[CH2:27][CH2:26][CH2:25][CH2:24][O:23][C:16]1[C:15]2[C:14]3[C:22]4=[C:10]([O:9][CH2:8][CH:7]([C:1]5[CH:6]=[CH:5][CH:4]=[CH:3][CH:2]=5)[N:21]4[C:20]=2[CH:19]=[CH:18][CH:17]=1)[CH:11]=[CH:12][CH:13]=3)[CH3:36]. The yield is 0.330. (3) The reactants are [OH:1][CH2:2][C:3]([CH2:8][OH:9])([CH2:6][OH:7])[CH2:4][CH3:5].[CH2:10]1[CH2:14]OC[CH2:11]1.[OH-].[K+].C(Br)C=C. The catalyst is [Br-].C([N+](CCCC)(CCCC)CCCC)CCC.C(OCC)(=O)C. The product is [CH3:5][CH2:4][C:3]([CH2:8][O:9][CH2:14][CH:10]=[CH2:11])([CH2:6][OH:7])[CH2:2][OH:1]. The yield is 0.900. (4) The reactants are [S:1]1[C:5]2[CH:6]=[C:7]([N:10]3[CH2:14][CH2:13][N:12]([C:15]4[CH:16]=[N:17][CH:18]=[CH:19][C:20]=4[CH:21]=O)[C:11]3=[O:23])[CH:8]=[CH:9][C:4]=2[N:3]=[CH:2]1.[BH-](OC(C)=O)(OC(C)=O)OC(C)=O.[Na+].[CH3:38][C:39]1[NH:43][N:42]=[C:41]([NH2:44])[CH:40]=1. The catalyst is C(O)(=O)C. The product is [S:1]1[C:5]2[CH:6]=[C:7]([N:10]3[CH2:14][CH2:13][N:12]([C:15]4[CH:16]=[N:17][CH:18]=[CH:19][C:20]=4[CH2:21][NH:44][C:41]4[CH:40]=[C:39]([CH3:38])[NH:43][N:42]=4)[C:11]3=[O:23])[CH:8]=[CH:9][C:4]=2[N:3]=[CH:2]1. The yield is 0.0770.